From a dataset of Full USPTO retrosynthesis dataset with 1.9M reactions from patents (1976-2016). Predict the reactants needed to synthesize the given product. (1) Given the product [CH3:1][O:2][C:3]1[CH:10]=[CH:9][C:8]([O:11][CH3:12])=[CH:7][C:4]=1[CH2:5][NH:6][C:13](=[O:20])[C:14]1[CH:19]=[CH:18][CH:17]=[CH:16][CH:15]=1, predict the reactants needed to synthesize it. The reactants are: [CH3:1][O:2][C:3]1[CH:10]=[CH:9][C:8]([O:11][CH3:12])=[CH:7][C:4]=1[CH2:5][NH2:6].[C:13](Cl)(=[O:20])[C:14]1[CH:19]=[CH:18][CH:17]=[CH:16][CH:15]=1.C(N(C(C)C)C(C)C)C. (2) Given the product [CH2:2]([O:9][C:10]1[CH:19]=[CH:18][CH:17]=[C:16]2[C:11]=1[CH2:12][CH2:13][CH2:14][CH:15]2[C:20]([N:22]([C:29]1[CH:30]=[N:31][C:32]([CH:35]([CH3:37])[CH3:36])=[CH:33][CH:34]=1)[CH2:23][C:24]1[CH:25]=[N:26][N:27]([CH2:39][CH2:40][C:41]2[CH:46]=[CH:45][CH:44]=[CH:43][N:42]=2)[CH:28]=1)=[O:21])[C:3]1[CH:8]=[CH:7][CH:6]=[CH:5][CH:4]=1, predict the reactants needed to synthesize it. The reactants are: Cl.[CH2:2]([O:9][C:10]1[CH:19]=[CH:18][CH:17]=[C:16]2[C:11]=1[CH2:12][CH2:13][CH2:14][CH:15]2[C:20]([N:22]([C:29]1[CH:30]=[N:31][C:32]([CH:35]([CH3:37])[CH3:36])=[CH:33][CH:34]=1)[CH2:23][C:24]1[CH:25]=[N:26][NH:27][CH:28]=1)=[O:21])[C:3]1[CH:8]=[CH:7][CH:6]=[CH:5][CH:4]=1.Cl[CH2:39][CH2:40][C:41]1[CH:46]=[CH:45][CH:44]=[CH:43][N:42]=1. (3) Given the product [C:1]([O:5][C:6]([N:8]1[CH2:17][CH2:16][C:15]2[C:10](=[CH:11][CH:12]=[CH:13][C:14]=2[NH:18][CH2:19][C:20]([OH:22])=[O:21])[CH2:9]1)=[O:7])([CH3:4])([CH3:2])[CH3:3], predict the reactants needed to synthesize it. The reactants are: [C:1]([O:5][C:6]([N:8]1[CH2:17][CH2:16][C:15]2[C:10](=[CH:11][CH:12]=[CH:13][C:14]=2[NH:18][CH2:19][C:20]([O:22]CC)=[O:21])[CH2:9]1)=[O:7])([CH3:4])([CH3:3])[CH3:2].[Li+].[OH-].Cl. (4) Given the product [C:1]([O:5][C:6]([N:8]1[CH2:12][CH2:11][CH2:10][CH:9]1[C:13](=[O:15])[NH:31][C:30]1[CH:32]=[CH:33][C:34]([Br:36])=[CH:35][C:29]=1[Cl:28])=[O:7])([CH3:2])([CH3:3])[CH3:4], predict the reactants needed to synthesize it. The reactants are: [C:1]([O:5][C:6]([N:8]1[CH2:12][CH2:11][CH2:10][CH:9]1[C:13]([OH:15])=O)=[O:7])([CH3:4])([CH3:3])[CH3:2].N1C=CC=CC=1.C(Cl)(=O)C(Cl)=O.[Cl:28][C:29]1[CH:35]=[C:34]([Br:36])[CH:33]=[CH:32][C:30]=1[NH2:31]. (5) Given the product [C:6]([CH:8]([C:15]1[C:19]2[CH:20]=[C:21]([N+:24]([O-:26])=[O:25])[CH:22]=[CH:23][C:18]=2[S:17][N:16]=1)[C:9]([O:11][CH2:12][CH3:13])=[O:10])#[N:7], predict the reactants needed to synthesize it. The reactants are: [O-]CC.[Na+].[Na].[C:6]([CH2:8][C:9]([O:11][CH2:12][CH3:13])=[O:10])#[N:7].Cl[C:15]1[C:19]2[CH:20]=[C:21]([N+:24]([O-:26])=[O:25])[CH:22]=[CH:23][C:18]=2[S:17][N:16]=1.Cl. (6) Given the product [OH:4][C@@H:3]([C:5]1[CH:6]=[CH:7][CH:8]=[CH:9][CH:10]=1)[C@H:2]([NH:1][CH2:15][CH2:14][CH2:20][S:17]([OH:19])(=[O:18])=[O:16])[CH2:11][O:12][CH3:13], predict the reactants needed to synthesize it. The reactants are: [NH2:1][C@@H:2]([CH2:11][O:12][CH3:13])[C@H:3]([C:5]1[CH:10]=[CH:9][CH:8]=[CH:7][CH:6]=1)[OH:4].[CH2:14]1[CH2:20][S:17](=[O:19])(=[O:18])[O:16][CH2:15]1. (7) Given the product [CH2:14]([O:16][C:17]([C@@H:18]1[C@H:2]([C:3]2[CH:4]=[CH:5][CH:6]=[CH:7][CH:8]=2)[C@H:19]1[CH:20]1[CH2:21][CH2:22][CH2:23][CH2:24]1)=[O:25])[CH3:15], predict the reactants needed to synthesize it. The reactants are: [Br-].[CH2:2]([S+]1CCCC1)[C:3]1[CH:8]=[CH:7][CH:6]=[CH:5][CH:4]=1.[CH2:14]([O:16][C:17](=[O:25])/[CH:18]=[CH:19]/[CH:20]1[CH2:24][CH2:23][CH2:22][CH2:21]1)[CH3:15].C1OCCOCCOCCOC1.[Li+].C[Si]([N-][Si](C)(C)C)(C)C.